This data is from Reaction yield outcomes from USPTO patents with 853,638 reactions. The task is: Predict the reaction yield, written as a fraction of the theoretical maximum amount of product (1.0 means a 100% yield; for example, 0.34 means a 34% yield). (1) The reactants are [Cl:1][C:2]1[CH:26]=[C:25]([Cl:27])[CH:24]=[CH:23][C:3]=1[CH2:4][N:5]1[C:9]([CH2:10][CH2:11][C:12]([OH:14])=O)=[CH:8][C:7]([O:15][CH2:16][C:17]2[CH:22]=[CH:21][CH:20]=[CH:19][N:18]=2)=[N:6]1.[CH2:28]([S:33]([NH2:36])(=[O:35])=[O:34])[CH2:29][CH2:30][CH2:31][CH3:32].N12CCCN=C1CCCCC2. The catalyst is CN(C)C=O. The product is [ClH:1].[Cl:1][C:2]1[CH:26]=[C:25]([Cl:27])[CH:24]=[CH:23][C:3]=1[CH2:4][N:5]1[C:9]([CH2:10][CH2:11][C:12]([NH:36][S:33]([CH2:28][CH2:29][CH2:30][CH2:31][CH3:32])(=[O:35])=[O:34])=[O:14])=[CH:8][C:7]([O:15][CH2:16][C:17]2[CH:22]=[CH:21][CH:20]=[CH:19][N:18]=2)=[N:6]1. The yield is 0.460. (2) The reactants are C1(C)C=CC=CC=1.[NH:8]1[CH:12]=[CH:11][N:10]=[CH:9]1.Br[CH2:14][CH2:15][N:16]1[C:20](=[O:21])[C:19]2=[CH:22][CH:23]=[CH:24][CH:25]=[C:18]2[C:17]1=[O:26]. The catalyst is C(Cl)(Cl)Cl. The product is [N:8]1([CH2:14][CH2:15][N:16]2[C:17](=[O:26])[C:18]3[C:19](=[CH:22][CH:23]=[CH:24][CH:25]=3)[C:20]2=[O:21])[CH:12]=[CH:11][N:10]=[CH:9]1. The yield is 0.640.